From a dataset of Forward reaction prediction with 1.9M reactions from USPTO patents (1976-2016). Predict the product of the given reaction. (1) Given the reactants [CH3:1][O:2][C:3]1[N:8]2[N:9]=[C:10]([C:15]3[CH:20]=[CH:19][CH:18]=[CH:17][CH:16]=3)[C:11](C(O)=O)=[C:7]2[CH:6]=[CH:5][CH:4]=1, predict the reaction product. The product is: [CH3:1][O:2][C:3]1[N:8]2[N:9]=[C:10]([C:15]3[CH:20]=[CH:19][CH:18]=[CH:17][CH:16]=3)[CH:11]=[C:7]2[CH:6]=[CH:5][CH:4]=1. (2) Given the reactants [F:1][C:2]([F:16])([F:15])[C:3]1[CH:8]=[CH:7][C:6]([C:9]2[NH:10][C:11](=[O:14])[O:12][CH:13]=2)=[CH:5][CH:4]=1.[C:17]([O:21][CH3:22])(=[O:20])[CH:18]=[CH2:19], predict the reaction product. The product is: [O:14]=[C:11]1[NH:10][C:9]([C:6]2[CH:5]=[CH:4][C:3]([C:2]([F:1])([F:15])[F:16])=[CH:8][CH:7]=2)=[C:13]([CH2:19][CH2:18][C:17]([O:21][CH3:22])=[O:20])[O:12]1. (3) Given the reactants BrC1C=CC(S(O[CH2:12][C@@H:13]2[O:27][C:17]3=[C:18]4[C:23](=[CH:24][CH:25]=[C:16]3[O:15][CH2:14]2)[N:22]=[C:21]([CH3:26])[CH:20]=[CH:19]4)(=O)=O)=CC=1.Cl.[Cl:29][C:30]1[CH:31]=[C:32]([N:36]2[CH2:41][CH2:40][NH:39][CH2:38][CH2:37]2)[CH:33]=[CH:34][CH:35]=1.C(N(C(C)C)CC)(C)C, predict the reaction product. The product is: [Cl:29][C:30]1[CH:31]=[C:32]([N:36]2[CH2:41][CH2:40][N:39]([CH2:12][C@@H:13]3[O:27][C:17]4=[C:18]5[C:23](=[CH:24][CH:25]=[C:16]4[O:15][CH2:14]3)[N:22]=[C:21]([CH3:26])[CH:20]=[CH:19]5)[CH2:38][CH2:37]2)[CH:33]=[CH:34][CH:35]=1. (4) Given the reactants [CH3:1][C:2]1[CH:7]=[C:6]([CH3:8])[N:5]=[C:4]([N:9]2[CH2:19][CH2:18][C:12]3([NH:16][CH2:15][NH:14][C:13]3=[O:17])[CH2:11][CH2:10]2)[N:3]=1.C1COCC1.Br[CH2:26][C:27]1[C:35]2[C:30](=[CH:31][CH:32]=[CH:33][CH:34]=2)[N:29]([S:36]([C:39]2[CH:45]=[CH:44][C:42]([CH3:43])=[CH:41][CH:40]=2)(=[O:38])=[O:37])[CH:28]=1, predict the reaction product. The product is: [CH3:8][C:6]1[CH:7]=[C:2]([CH3:1])[N:3]=[C:4]([N:9]2[CH2:10][CH2:11][C:12]3([NH:16][CH2:15][N:14]([CH2:26][C:27]4[C:35]5[C:30](=[CH:31][CH:32]=[CH:33][CH:34]=5)[N:29]([S:36]([C:39]5[CH:40]=[CH:41][C:42]([CH3:43])=[CH:44][CH:45]=5)(=[O:38])=[O:37])[CH:28]=4)[C:13]3=[O:17])[CH2:18][CH2:19]2)[N:5]=1. (5) Given the reactants C(N(CC)CC)C.[O:8]=[C:9]1[N:15]([CH:16]2[CH2:21][CH2:20][N:19]([C:22]([O:24][C@@H:25]([C:39]([OH:41])=O)[CH2:26][C:27]3[CH:32]=[C:31]([C:33]([F:36])([F:35])[F:34])[C:30]([NH2:37])=[C:29]([Cl:38])[CH:28]=3)=[O:23])[CH2:18][CH2:17]2)[CH2:14][CH2:13][C:12]2[CH:42]=[CH:43][CH:44]=[CH:45][C:11]=2[NH:10]1.[CH3:46][C:47]1([N:59]2[CH2:64][CH2:63][NH:62][CH2:61][CH2:60]2)[CH2:52][CH2:51][N:50]([CH2:53][C:54]([O:56][CH2:57][CH3:58])=[O:55])[CH2:49][CH2:48]1.CN(C(ON1N=NC2C=CC=CC1=2)=[N+](C)C)C.[B-](F)(F)(F)F, predict the reaction product. The product is: [O:8]=[C:9]1[N:15]([CH:16]2[CH2:17][CH2:18][N:19]([C:22]([O:24][C@H:25]([CH2:26][C:27]3[CH:32]=[C:31]([C:33]([F:35])([F:34])[F:36])[C:30]([NH2:37])=[C:29]([Cl:38])[CH:28]=3)[C:39]([N:62]3[CH2:63][CH2:64][N:59]([C:47]4([CH3:46])[CH2:52][CH2:51][N:50]([CH2:53][C:54]([O:56][CH2:57][CH3:58])=[O:55])[CH2:49][CH2:48]4)[CH2:60][CH2:61]3)=[O:41])=[O:23])[CH2:20][CH2:21]2)[CH2:14][CH2:13][C:12]2[CH:42]=[CH:43][CH:44]=[CH:45][C:11]=2[NH:10]1. (6) Given the reactants Cl[C:2]1[N:7]=[C:6]([N:8]2[CH2:13][CH2:12][CH2:11][C@@H:10]([NH:14][C:15](=[O:19])[N:16]([CH3:18])[CH3:17])[C@H:9]2[CH3:20])[CH:5]=[N:4][C:3]=1[C:21]#[N:22].[CH:23]1([N:26]2[CH2:31][CH2:30][C:29]([C:33]3[CH:39]=[CH:38][C:36]([NH2:37])=[CH:35][CH:34]=3)([CH3:32])[CH2:28][CH2:27]2)[CH2:25][CH2:24]1.C(=O)([O-])[O-].[Cs+].[Cs+].C1C=CC(P(C2C(C3C(P(C4C=CC=CC=4)C4C=CC=CC=4)=CC=C4C=3C=CC=C4)=C3C(C=CC=C3)=CC=2)C2C=CC=CC=2)=CC=1, predict the reaction product. The product is: [C:21]([C:3]1[N:4]=[CH:5][C:6]([N:8]2[CH2:13][CH2:12][CH2:11][C@@H:10]([NH:14][C:15](=[O:19])[N:16]([CH3:18])[CH3:17])[C@H:9]2[CH3:20])=[N:7][C:2]=1[NH:37][C:36]1[CH:38]=[CH:39][C:33]([C:29]2([CH3:32])[CH2:30][CH2:31][N:26]([CH:23]3[CH2:25][CH2:24]3)[CH2:27][CH2:28]2)=[CH:34][CH:35]=1)#[N:22].